Dataset: Full USPTO retrosynthesis dataset with 1.9M reactions from patents (1976-2016). Task: Predict the reactants needed to synthesize the given product. The reactants are: C(OC([N:6]1[CH:15]=[C:14]([CH:16]=[O:17])[C:13]2[C:8](=[CH:9][C:10]([O:26][CH3:27])=[C:11]([O:18][CH2:19][CH2:20][CH2:21][O:22][C:23](=[O:25])[CH3:24])[CH:12]=2)[CH:7]1[CH2:28][C:29]1[CH:34]=[CH:33][CH:32]=[C:31]([O:35][CH2:36][CH3:37])[CH:30]=1)=O)C.[OH-].[K+].C(OCC)(=O)C.CCCCCC.C(OCC)(=O)C. Given the product [C:23]([O:22][CH2:21][CH2:20][CH2:19][O:18][C:11]1[CH:12]=[C:13]2[C:8](=[CH:9][C:10]=1[O:26][CH3:27])[CH:7]([CH2:28][C:29]1[CH:34]=[CH:33][CH:32]=[C:31]([O:35][CH2:36][CH3:37])[CH:30]=1)[NH:6][CH:15]=[C:14]2[CH:16]=[O:17])(=[O:25])[CH3:24], predict the reactants needed to synthesize it.